Dataset: Full USPTO retrosynthesis dataset with 1.9M reactions from patents (1976-2016). Task: Predict the reactants needed to synthesize the given product. (1) Given the product [NH2:34][C:11]1[CH2:10][C:9]2([CH2:6][CH2:7][CH2:8][CH2:3]2)[CH2:14][C:13](=[O:15])[CH:12]=1, predict the reactants needed to synthesize it. The reactants are: CN(C)[C:3]1[CH:8]=[CH:7][C:6]([CH:9]2[CH2:14][C:13](=[O:15])[CH2:12][C:11](=O)[CH2:10]2)=CC=1.C1C2(CC(=O)CC(=O)C2)CCC1.C([O-])(=O)C.[NH4+:34]. (2) Given the product [OH:5][C@@H:6]1[CH2:19][CH2:18][C@H:17]2[C@@H:8]([CH2:9][C@H:10]3[C@H:15]([CH2:16]2)[C@H:14]2[CH2:20][C:21](=[O:23])[CH2:22][C@:13]2([CH3:24])[CH2:12][CH2:11]3)[CH2:7]1, predict the reactants needed to synthesize it. The reactants are: C(O)(=O)C.[OH:5][C@@H:6]1[CH2:19][CH2:18][C@H:17]2[C@@H:8]([CH2:9][C@H:10]3[C@H:15]([CH2:16]2)[C@H:14]2[CH2:20][C:21](=[O:23])[CH2:22][C@:13]2([CH3:24])[CH2:12][CH2:11]3)[CH2:7]1.C([O-])([O-])=O.[K+].[K+]. (3) Given the product [OH:4][C:5]1[CH:10]=[CH:9][CH:8]=[CH:7][C:6]=1[CH:11]=[CH:12][C:13]([NH:15][C@H:16]([C:27]([O-:29])=[O:28])[CH2:17][C:18]1[C:26]2[C:21](=[CH:22][CH:23]=[CH:24][CH:25]=2)[NH:20][CH:19]=1)=[O:14].[Na+:32], predict the reactants needed to synthesize it. The reactants are: C([O:4][C:5]1[CH:10]=[CH:9][CH:8]=[CH:7][C:6]=1[CH:11]=[CH:12][C:13]([NH:15][C@H:16]([C:27]([O:29]C)=[O:28])[CH2:17][C:18]1[C:26]2[C:21](=[CH:22][CH:23]=[CH:24][CH:25]=2)[NH:20][CH:19]=1)=[O:14])(=O)C.[OH-].[Na+:32]. (4) Given the product [ClH:11].[Br:12][C:13]1[CH:18]=[C:17]([CH:16]=[CH:15][C:14]=1[S:21]([CH3:24])(=[O:23])=[O:22])[CH2:19][N:10]1[CH:9]=[C:8]([Cl:11])[CH:7]=[C:3]([C:4]([NH2:6])=[O:5])[C:2]1=[NH:1], predict the reactants needed to synthesize it. The reactants are: [NH2:1][C:2]1[N:10]=[CH:9][C:8]([Cl:11])=[CH:7][C:3]=1[C:4]([NH2:6])=[O:5].[Br:12][C:13]1[CH:18]=[C:17]([CH2:19]Br)[CH:16]=[CH:15][C:14]=1[S:21]([CH3:24])(=[O:23])=[O:22].C(OCC)(=O)C. (5) Given the product [C:1]([O:5][C:6]([N:8]1[CH2:9][CH2:10][N:11]([C:14]2[CH:19]=[CH:18][CH:17]=[CH:16][C:15]=2[C:20](=[O:22])[NH:47][C:45]2[S:46][C:40]3[CH2:39][N:38]([CH3:37])[CH2:43][CH2:42][C:41]=3[N:44]=2)[CH2:12][CH2:13]1)=[O:7])([CH3:2])([CH3:3])[CH3:4], predict the reactants needed to synthesize it. The reactants are: [C:1]([O:5][C:6]([N:8]1[CH2:13][CH2:12][N:11]([C:14]2[CH:19]=[CH:18][CH:17]=[CH:16][C:15]=2[C:20]([OH:22])=O)[CH2:10][CH2:9]1)=[O:7])([CH3:4])([CH3:3])[CH3:2].C(Cl)CCl.C1C=CC2N(O)N=NC=2C=1.[CH3:37][N:38]1[CH2:43][CH2:42][C:41]2[N:44]=[C:45]([NH2:47])[S:46][C:40]=2[CH2:39]1.C(N(CC)C(C)C)(C)C.